Dataset: Reaction yield outcomes from USPTO patents with 853,638 reactions. Task: Predict the reaction yield, written as a fraction of the theoretical maximum amount of product (1.0 means a 100% yield; for example, 0.34 means a 34% yield). (1) The reactants are [CH2:1]([N:8]1[C:13](=O)[CH2:12][C:11]([CH3:16])([CH3:15])/[C:10](=[N:17]/O)/[C:9]1=O)[C:2]1[CH:7]=[CH:6][CH:5]=[CH:4][CH:3]=1.[H-].[H-].[H-].[H-].[Li+].[Al+3]. The catalyst is C1COCC1. The product is [CH2:1]([N:8]1[CH2:13][CH2:12][C:11]([CH3:15])([CH3:16])[CH:10]([NH2:17])[CH2:9]1)[C:2]1[CH:3]=[CH:4][CH:5]=[CH:6][CH:7]=1. The yield is 0.510. (2) The reactants are [C:1]([C:6]1[CH:7]=[N:8][C:9]2[C:14]([C:15]=1[NH:16][C@H:17]1[CH2:22][CH2:21][C@H:20]([NH:23]C(=O)OC(C)(C)C)[CH2:19][CH2:18]1)=[CH:13][C:12]([C:31]1[CH:36]=[C:35]([F:37])[C:34]([OH:38])=[C:33]([Cl:39])[CH:32]=1)=[CH:11][CH:10]=2)(=[O:5])[CH2:2][CH2:3][CH3:4].O.Cl. The catalyst is C1COCC1. The product is [NH2:23][C@H:20]1[CH2:21][CH2:22][C@H:17]([NH:16][C:15]2[C:14]3[C:9](=[CH:10][CH:11]=[C:12]([C:31]4[CH:36]=[C:35]([F:37])[C:34]([OH:38])=[C:33]([Cl:39])[CH:32]=4)[CH:13]=3)[N:8]=[CH:7][C:6]=2[C:1](=[O:5])[CH2:2][CH2:3][CH3:4])[CH2:18][CH2:19]1. The yield is 0.710. (3) The reactants are [Br:1][C:2]1[CH:8]=[CH:7][C:5]([NH2:6])=[C:4]([N+:9]([O-:11])=[O:10])[CH:3]=1.[I:12]I. The yield is 0.880. The catalyst is C(O)C.S([O-])([O-])(=O)=O.[Ag+].[Ag+]. The product is [Br:1][C:2]1[CH:3]=[C:4]([N+:9]([O-:11])=[O:10])[C:5]([NH2:6])=[C:7]([I:12])[CH:8]=1.